Task: Predict which catalyst facilitates the given reaction.. Dataset: Catalyst prediction with 721,799 reactions and 888 catalyst types from USPTO (1) Reactant: [NH2:1][C:2]1[N:3]=[N:4][N:5]([CH2:7][CH:8]([F:23])[CH2:9][CH2:10][N:11]2[CH:15]=[C:14]([C:16]([O:18][C:19]([CH3:22])([CH3:21])[CH3:20])=[O:17])[N:13]=[N:12]2)[CH:6]=1.CCN(C(C)C)C(C)C.[Cl:33][CH2:34][C:35](Cl)=[O:36]. Product: [Cl:33][CH2:34][C:35]([NH:1][C:2]1[N:3]=[N:4][N:5]([CH2:7][CH:8]([F:23])[CH2:9][CH2:10][N:11]2[CH:15]=[C:14]([C:16]([O:18][C:19]([CH3:20])([CH3:22])[CH3:21])=[O:17])[N:13]=[N:12]2)[CH:6]=1)=[O:36]. The catalyst class is: 1. (2) Reactant: [CH3:1][O:2][C:3]1[CH:8]=[CH:7][C:6]2[C:9]3([CH2:17][O:18][C:5]=2[CH:4]=1)[CH2:14][CH2:13][CH2:12][NH:11][CH:10]3[CH2:15][NH2:16].[CH3:19]OC(OC)N(C)C. Product: [CH3:1][O:2][C:3]1[CH:8]=[CH:7][C:6]2[C:9]3([CH2:17][O:18][C:5]=2[CH:4]=1)[CH2:14][CH2:13][CH2:12][N:11]1[CH:19]=[N:16][CH2:15][CH:10]31. The catalyst class is: 4.